From a dataset of Forward reaction prediction with 1.9M reactions from USPTO patents (1976-2016). Predict the product of the given reaction. (1) Given the reactants [CH3:1][C:2]1[CH:7]=[CH:6][C:5]([S:8]([O:11][CH2:12][CH:13]([OH:26])[CH2:14][C:15]2[C:16](O)=[C:17]3[C:21](=[CH:22][C:23]=2[Cl:24])[CH2:20][CH2:19][CH2:18]3)(=[O:10])=[O:9])=[CH:4][CH:3]=1.C1(P(C2C=CC=CC=2)C2C=CC=CC=2)C=CC=CC=1.CC(OC(/N=N/C(OC(C)C)=O)=O)C.C([Si](C)(C)OCC1OC2C3CCCC=3C=CC=2C1)(C)(C)C, predict the reaction product. The product is: [CH3:1][C:2]1[CH:3]=[CH:4][C:5]([S:8]([O:11][CH2:12][CH:13]2[O:26][C:16]3[C:17]4[CH2:18][CH2:19][CH2:20][C:21]=4[CH:22]=[C:23]([Cl:24])[C:15]=3[CH2:14]2)(=[O:9])=[O:10])=[CH:6][CH:7]=1. (2) Given the reactants [CH2:1]([O:8][C:9](=[O:26])[C:10]1[CH:15]=[C:14]([O:16][CH2:17][C:18]2[CH:23]=[CH:22][CH:21]=[CH:20][CH:19]=2)[CH:13]=[C:12]([NH2:24])[C:11]=1[NH2:25])[C:2]1[CH:7]=[CH:6][CH:5]=[CH:4][CH:3]=1.COC(C1C2N=C(N)[NH:36][C:35]=2C=CC=1)=O.BrC#N, predict the reaction product. The product is: [CH2:1]([O:8][C:9]([C:10]1[C:11]2[N:25]=[C:35]([NH2:36])[NH:24][C:12]=2[CH:13]=[C:14]([O:16][CH2:17][C:18]2[CH:23]=[CH:22][CH:21]=[CH:20][CH:19]=2)[CH:15]=1)=[O:26])[C:2]1[CH:3]=[CH:4][CH:5]=[CH:6][CH:7]=1. (3) Given the reactants [CH3:1][O:2][C:3]([C:5]1[S:6][C:7]2[CH:8]([CH2:20][C:21]([O:23][CH3:24])=[O:22])[CH2:9][O:10][C:11]3[CH:18]=[CH:17][C:16](Br)=[CH:15][C:12]=3[C:13]=2[N:14]=1)=[O:4].C1C=CC(P(C2C=CC=CC=2)C2C=CC=CC=2)=CC=1.[CH3:44][C:45]([OH:49])([C:47]#[CH:48])[CH3:46], predict the reaction product. The product is: [CH3:1][O:2][C:3]([C:5]1[S:6][C:7]2[CH:8]([CH2:20][C:21]([O:23][CH3:24])=[O:22])[CH2:9][O:10][C:11]3[CH:18]=[CH:17][C:16]([C:48]#[C:47][C:45]([OH:49])([CH3:46])[CH3:44])=[CH:15][C:12]=3[C:13]=2[N:14]=1)=[O:4]. (4) Given the reactants [CH2:1]([O:3][C:4]([C:6]1[C:7]2[S:15][CH:14]=[C:13]([CH2:16]Br)[C:8]=2[C:9]([Cl:12])=[N:10][CH:11]=1)=[O:5])[CH3:2].[I-].[K+].[CH3:20][C:21]1[CH:26]=[CH:25][C:24]([C:27]2[O:28][C:29]([CH3:32])=[N:30][N:31]=2)=[CH:23][C:22]=1[OH:33].C(=O)([O-])[O-].[K+].[K+].C1OCCOCCOCCOCCOCCOC1, predict the reaction product. The product is: [CH2:1]([O:3][C:4]([C:6]1[C:7]2[S:15][CH:14]=[C:13]([CH2:16][O:33][C:22]3[CH:23]=[C:24]([C:27]4[O:28][C:29]([CH3:32])=[N:30][N:31]=4)[CH:25]=[CH:26][C:21]=3[CH3:20])[C:8]=2[C:9]([Cl:12])=[N:10][CH:11]=1)=[O:5])[CH3:2]. (5) Given the reactants [C:1]1([C:7]2[CH:8]=[N:9][C:10]3[C:15]([C:16]=2[C:17]2[CH:18]=[C:19]([OH:23])[CH:20]=[CH:21][CH:22]=2)=[CH:14][CH:13]=[CH:12][C:11]=3[C:24]([F:27])([F:26])[F:25])[CH:6]=[CH:5][CH:4]=[CH:3][CH:2]=1.[CH3:28][O:29][C:30]([C:32]1[CH:33]=[C:34](B(O)O)[CH:35]=[CH:36][CH:37]=1)=[O:31].C(N(CC)CC)C, predict the reaction product. The product is: [C:1]1([C:7]2[CH:8]=[N:9][C:10]3[C:15]([C:16]=2[C:17]2[CH:18]=[C:19]([CH:20]=[CH:21][CH:22]=2)[O:23][C:35]2[CH:34]=[CH:33][C:32]([C:30]([O:29][CH3:28])=[O:31])=[CH:37][CH:36]=2)=[CH:14][CH:13]=[CH:12][C:11]=3[C:24]([F:27])([F:25])[F:26])[CH:2]=[CH:3][CH:4]=[CH:5][CH:6]=1. (6) Given the reactants [F:1][C:2]1[CH:7]=[C:6]([F:8])[CH:5]=[CH:4][C:3]=1[CH2:9][NH:10][C:11]([C:13]1[C:14](=[O:37])[C:15]([OH:36])=[C:16]2[C:33](=[O:34])[N:20]3[C@@H:21]([CH2:29][CH:30]([CH3:32])[CH3:31])[CH2:22][CH2:23][N:24]([CH2:25][CH:26]([CH3:28])[CH3:27])[C@@H:19]3[CH2:18][N:17]2[CH:35]=1)=[O:12].N[C@@H](CC(C)C)CCNCC(C)C.C(O)(=O)C.[Cl:55]CCl, predict the reaction product. The product is: [ClH:55].[ClH:55].[NH2:20][C@@H:21]([CH2:29][CH:30]([CH3:32])[CH3:31])[CH2:22][CH2:23][NH:24][CH2:25][CH:26]([CH3:27])[CH3:28].[F:1][C:2]1[CH:7]=[C:6]([F:8])[CH:5]=[CH:4][C:3]=1[CH2:9][NH:10][C:11]([C:13]1[C:14](=[O:37])[C:15]([OH:36])=[C:16]2[C:33](=[O:34])[N:20]3[C@@H:21]([CH2:29][CH:30]([CH3:31])[CH3:32])[CH2:22][CH2:23][N:24]([CH2:25][CH:26]([CH3:27])[CH3:28])[C@@H:19]3[CH2:18][N:17]2[CH:35]=1)=[O:12].